This data is from Forward reaction prediction with 1.9M reactions from USPTO patents (1976-2016). The task is: Predict the product of the given reaction. (1) Given the reactants [N:1]1[C:10]2[C:5](=CC=C[CH:9]=2)C=CC=1.[Br:11]N1C(=O)CCC1=O.[C:29](OO[C:29](=O)[C:30]1[CH:35]=[CH:34][CH:33]=[CH:32][CH:31]=1)(=O)[C:30]1[CH:35]=[CH:34][CH:33]=[CH:32][CH:31]=1.Br.C(=O)([O-])[O-].[Na+].[Na+], predict the reaction product. The product is: [N:1]1[C:31]2[C:30](=[CH:35][CH:34]=[CH:33][CH:32]=2)[CH:29]=[CH:5][C:10]=1[CH2:9][Br:11]. (2) Given the reactants C[O:2][C:3](=O)[CH2:4][C:5](=O)[CH3:6].Br[CH2:10][C:11]([C:13]1[CH:18]=[C:17]([O:19][CH3:20])[CH:16]=[CH:15][C:14]=1[O:21][CH3:22])=O.[Cl:23][C:24]1[CH:32]=[CH:31][CH:30]=[CH:29][C:25]=1[CH2:26][CH2:27][NH2:28].[N:33]1([NH2:39])[CH2:38][CH2:37][CH2:36][CH2:35][CH2:34]1, predict the reaction product. The product is: [N:33]1([NH:39][C:3]([C:4]2[CH:10]=[C:11]([C:13]3[CH:18]=[C:17]([O:19][CH3:20])[CH:16]=[CH:15][C:14]=3[O:21][CH3:22])[N:28]([CH2:27][CH2:26][C:25]3[CH:29]=[CH:30][CH:31]=[CH:32][C:24]=3[Cl:23])[C:5]=2[CH3:6])=[O:2])[CH2:38][CH2:37][CH2:36][CH2:35][CH2:34]1. (3) Given the reactants [Cl:1][C:2]1[C:7]([C:8]2[C:9]([O:17][CH3:18])=[N:10][C:11]([CH:14]([CH3:16])[CH3:15])=[CH:12][CH:13]=2)=[N:6][CH:5]=[C:4]([NH:19][C@@H:20]([CH3:24])[CH2:21][O:22][CH3:23])[N:3]=1.C1C(=O)N([Br:32])C(=O)C1, predict the reaction product. The product is: [Br:32][C:5]1[N:6]=[C:7]([C:8]2[C:9]([O:17][CH3:18])=[N:10][C:11]([CH:14]([CH3:16])[CH3:15])=[CH:12][CH:13]=2)[C:2]([Cl:1])=[N:3][C:4]=1[NH:19][C@@H:20]([CH3:24])[CH2:21][O:22][CH3:23].